From a dataset of Catalyst prediction with 721,799 reactions and 888 catalyst types from USPTO. Predict which catalyst facilitates the given reaction. (1) Reactant: [Cl:1][C:2]1[C:7]([C:8]2[CH:13]=[CH:12][CH:11]=[C:10]([CH2:14][CH3:15])[CH:9]=2)=[C:6]([NH:16][CH2:17][CH2:18][CH2:19][CH2:20][O:21][CH3:22])[CH:5]=[CH:4][CH:3]=1.[CH3:23][N:24]([CH2:32][CH:33]=O)[C:25](=[O:31])[O:26][C:27]([CH3:30])([CH3:29])[CH3:28].C(O)(=O)C.C(O[BH-](OC(=O)C)OC(=O)C)(=O)C.[Na+]. Product: [Cl:1][C:2]1[C:7]([C:8]2[CH:13]=[CH:12][CH:11]=[C:10]([CH2:14][CH3:15])[CH:9]=2)=[C:6]([N:16]([CH2:17][CH2:18][CH2:19][CH2:20][O:21][CH3:22])[CH2:33][CH2:32][N:24]([CH3:23])[C:25](=[O:31])[O:26][C:27]([CH3:29])([CH3:28])[CH3:30])[CH:5]=[CH:4][CH:3]=1. The catalyst class is: 22. (2) Reactant: [CH3:1][C:2]1[NH:3][C:4]([CH3:22])=[C:5]2[C:10]=1[C:9]([CH2:11][C:12]1[CH:13]=[C:14]([CH:18]=[CH:19][CH:20]=1)[C:15](O)=[O:16])=[N:8][NH:7][C:6]2=[O:21].[CH3:23][O:24][CH:25]1[CH2:30][CH2:29][NH:28][CH2:27][CH2:26]1.C(N(CC)CC)C. Product: [CH3:23][O:24][CH:25]1[CH2:30][CH2:29][N:28]([C:15]([C:14]2[CH:13]=[C:12]([CH:20]=[CH:19][CH:18]=2)[CH2:11][C:9]2[C:10]3[C:5](=[C:4]([CH3:22])[NH:3][C:2]=3[CH3:1])[C:6](=[O:21])[NH:7][N:8]=2)=[O:16])[CH2:27][CH2:26]1. The catalyst class is: 3. (3) Reactant: [Cl:1][C:2]1[CH:10]=[C:9]2[C:5]([CH:6]=[C:7]([C:11](=[O:28])[NH:12][CH:13]([C:18]3[CH:23]=[CH:22][CH:21]=[C:20]([C:24]([F:27])([F:26])[F:25])[CH:19]=3)[C:14]([F:17])([F:16])[F:15])[NH:8]2)=[CH:4][C:3]=1[C:29]([OH:31])=O.Cl.[NH2:33][C:34]1([C:37]#[N:38])[CH2:36][CH2:35]1.F[P-](F)(F)(F)(F)F.N1(OC(N(C)C)=[N+](C)C)C2C=CC=CC=2N=N1.CN1CCOCC1. Product: [Cl:1][C:2]1[CH:10]=[C:9]2[C:5]([CH:6]=[C:7]([C:11]([NH:12][CH:13]([C:18]3[CH:23]=[CH:22][CH:21]=[C:20]([C:24]([F:26])([F:27])[F:25])[CH:19]=3)[C:14]([F:16])([F:17])[F:15])=[O:28])[NH:8]2)=[CH:4][C:3]=1[C:29]([NH:33][C:34]1([C:37]#[N:38])[CH2:36][CH2:35]1)=[O:31]. The catalyst class is: 42. (4) Reactant: [CH2:1]([OH:4])[C:2]#[CH:3].Br[C:6]1[CH:11]=[C:10]([CH3:12])[CH:9]=[CH:8][C:7]=1[NH:13][C:14]([CH:16]1[CH2:21][NH:20][C:19]2[CH:22]=[C:23]([O:26][C:27]([F:30])([F:29])[F:28])[CH:24]=[CH:25][C:18]=2[O:17]1)=[O:15].C(N(CC)CC)C. Product: [OH:4][CH2:1][C:2]#[C:3][C:6]1[CH:11]=[C:10]([CH3:12])[CH:9]=[CH:8][C:7]=1[NH:13][C:14]([CH:16]1[O:17][C:18]2[CH:25]=[CH:24][C:23]([O:26][C:27]([F:30])([F:28])[F:29])=[CH:22][C:19]=2[NH:20][CH2:21]1)=[O:15]. The catalyst class is: 538. (5) Reactant: [F:1][C:2]1[CH:7]=[CH:6][CH:5]=[CH:4][C:3]=1[C:8]1[CH:9]=[C:10]([CH:36]=[CH:37][CH:38]=1)[CH2:11][N:12]1[C:20](=[O:21])[NH:19][C:18]2[C:13]1=[N:14][C:15]([NH:22][CH2:23][C@@H:24]1[CH2:28][CH2:27][N:26](C(OC(C)(C)C)=O)[CH2:25]1)=[N:16][CH:17]=2. Product: [F:1][C:2]1[CH:7]=[CH:6][CH:5]=[CH:4][C:3]=1[C:8]1[CH:9]=[C:10]([CH:36]=[CH:37][CH:38]=1)[CH2:11][N:12]1[C:20](=[O:21])[NH:19][C:18]2[C:13]1=[N:14][C:15]([NH:22][CH2:23][C@@H:24]1[CH2:28][CH2:27][NH:26][CH2:25]1)=[N:16][CH:17]=2. The catalyst class is: 157. (6) Reactant: [C:1]1([C:7]2[C:8]([C:22]3[CH:27]=[CH:26][C:25]([C:28]4([NH:36]C(=O)OC(C)(C)C)[CH2:31][C:30]5([O:35][CH2:34][CH2:33][O:32]5)[CH2:29]4)=[CH:24][CH:23]=3)=[N:9][C:10]3[C:15]([CH:16]=2)=[C:14]([C:17]2[CH:18]=[N:19][NH:20][CH:21]=2)[N:13]=[CH:12][CH:11]=3)[CH:6]=[CH:5][CH:4]=[CH:3][CH:2]=1.C(O)(C(F)(F)F)=O.[OH-].[Na+].C(=O)(O)[O-].[Na+]. Product: [C:1]1([C:7]2[C:8]([C:22]3[CH:23]=[CH:24][C:25]([C:28]4([NH2:36])[CH2:29][C:30]5([O:35][CH2:34][CH2:33][O:32]5)[CH2:31]4)=[CH:26][CH:27]=3)=[N:9][C:10]3[C:15]([CH:16]=2)=[C:14]([C:17]2[CH:18]=[N:19][NH:20][CH:21]=2)[N:13]=[CH:12][CH:11]=3)[CH:2]=[CH:3][CH:4]=[CH:5][CH:6]=1. The catalyst class is: 2.